Dataset: Drug-target binding data from BindingDB using Ki measurements. Task: Regression. Given a target protein amino acid sequence and a drug SMILES string, predict the binding affinity score between them. We predict pKi (pKi = -log10(Ki in M); higher means stronger inhibition). Dataset: bindingdb_ki. The small molecule is Cc1c2c(=O)n(-c3ccccc3Cl)[nH]c2cc(=O)n1CCN(C)C. The target protein (Q9NPH5) has sequence MAVSWRSWLANEGVKHLCLFIWLSMNVLLFWKTFLLYNQGPEYHYLHQMLGLGLCLSRASASVLNLNCSLILLPMCRTLLAYLRGSQKVPSRRTRRLLDKSRTFHITCGVTICIFSGVHVAAHLVNALNFSVNYSEDFVELNAARYRDEDPRKLLFTTVPGLTGVCMVVVLFLMITASTYAIRVSNYDIFWYTHNLFFVFYMLLTLHVSGGLLKYQTNLDTHPPGCISLNRTSSQNISLPEYFSEHFHEPFPEGFSKPAEFTQHKFVKICMEEPRFQANFPQTWLWISGPLCLYCAERLYRYIRSNKPVTIISVMSHPSDVMEIRMVKENFKARPGQYITLHCPSVSALENHPFTLTMCPTETKATFGVHLKIVGDWTERFRDLLLPPSSQDSEILPFIQSRNYPKLYIDGPFGSPFEESLNYEVSLCVAGGIGVTPFASILNTLLDDWKPYKLRRLYFIWVCRDIQSFRWFADLLCMLHNKFWQENRPDYVNIQLYLSQ.... The pKi is 6.6.